From a dataset of NCI-60 drug combinations with 297,098 pairs across 59 cell lines. Regression. Given two drug SMILES strings and cell line genomic features, predict the synergy score measuring deviation from expected non-interaction effect. (1) Drug 1: C1=NC2=C(N1)C(=S)N=C(N2)N. Drug 2: CN(C(=O)NC(C=O)C(C(C(CO)O)O)O)N=O. Cell line: SK-MEL-2. Synergy scores: CSS=23.1, Synergy_ZIP=-6.93, Synergy_Bliss=-5.82, Synergy_Loewe=-20.6, Synergy_HSA=-6.17. (2) Drug 1: CC1C(C(=O)NC(C(=O)N2CCCC2C(=O)N(CC(=O)N(C(C(=O)O1)C(C)C)C)C)C(C)C)NC(=O)C3=C4C(=C(C=C3)C)OC5=C(C(=O)C(=C(C5=N4)C(=O)NC6C(OC(=O)C(N(C(=O)CN(C(=O)C7CCCN7C(=O)C(NC6=O)C(C)C)C)C)C(C)C)C)N)C. Drug 2: C1=NC(=NC(=O)N1C2C(C(C(O2)CO)O)O)N. Cell line: SN12C. Synergy scores: CSS=1.92, Synergy_ZIP=-3.13, Synergy_Bliss=-6.02, Synergy_Loewe=-7.79, Synergy_HSA=-7.27. (3) Drug 2: C1=C(C(=O)NC(=O)N1)F. Cell line: NCIH23. Drug 1: CC1=C(C=C(C=C1)NC2=NC=CC(=N2)N(C)C3=CC4=NN(C(=C4C=C3)C)C)S(=O)(=O)N.Cl. Synergy scores: CSS=35.4, Synergy_ZIP=-13.9, Synergy_Bliss=-13.0, Synergy_Loewe=-15.4, Synergy_HSA=-12.4. (4) Drug 1: CCC1=C2CN3C(=CC4=C(C3=O)COC(=O)C4(CC)O)C2=NC5=C1C=C(C=C5)O. Drug 2: CNC(=O)C1=NC=CC(=C1)OC2=CC=C(C=C2)NC(=O)NC3=CC(=C(C=C3)Cl)C(F)(F)F. Cell line: MDA-MB-231. Synergy scores: CSS=6.23, Synergy_ZIP=-1.55, Synergy_Bliss=5.10, Synergy_Loewe=-7.66, Synergy_HSA=1.11. (5) Drug 1: CC1=C(C(CCC1)(C)C)C=CC(=CC=CC(=CC(=O)O)C)C. Drug 2: CS(=O)(=O)OCCCCOS(=O)(=O)C. Cell line: ACHN. Synergy scores: CSS=19.8, Synergy_ZIP=-7.51, Synergy_Bliss=-0.103, Synergy_Loewe=3.38, Synergy_HSA=3.85. (6) Drug 1: CN(C)N=NC1=C(NC=N1)C(=O)N. Drug 2: CC1=C(C(CCC1)(C)C)C=CC(=CC=CC(=CC(=O)O)C)C. Cell line: U251. Synergy scores: CSS=2.69, Synergy_ZIP=-0.142, Synergy_Bliss=2.76, Synergy_Loewe=-4.03, Synergy_HSA=-2.83. (7) Drug 1: CN1CCC(CC1)COC2=C(C=C3C(=C2)N=CN=C3NC4=C(C=C(C=C4)Br)F)OC. Drug 2: CNC(=O)C1=CC=CC=C1SC2=CC3=C(C=C2)C(=NN3)C=CC4=CC=CC=N4. Cell line: UO-31. Synergy scores: CSS=16.8, Synergy_ZIP=-6.48, Synergy_Bliss=-2.46, Synergy_Loewe=-7.33, Synergy_HSA=-2.44. (8) Drug 1: CN1C(=O)N2C=NC(=C2N=N1)C(=O)N. Drug 2: CC(C)CN1C=NC2=C1C3=CC=CC=C3N=C2N. Cell line: EKVX. Synergy scores: CSS=2.40, Synergy_ZIP=1.77, Synergy_Bliss=3.62, Synergy_Loewe=-0.814, Synergy_HSA=0.0489. (9) Cell line: SK-MEL-28. Drug 1: C1=CC=C(C(=C1)C(C2=CC=C(C=C2)Cl)C(Cl)Cl)Cl. Synergy scores: CSS=12.0, Synergy_ZIP=-7.40, Synergy_Bliss=-1.53, Synergy_Loewe=-33.5, Synergy_HSA=-4.95. Drug 2: CN(CC1=CN=C2C(=N1)C(=NC(=N2)N)N)C3=CC=C(C=C3)C(=O)NC(CCC(=O)O)C(=O)O.